Task: Predict which catalyst facilitates the given reaction.. Dataset: Catalyst prediction with 721,799 reactions and 888 catalyst types from USPTO (1) Reactant: [Br:1][C:2]1[C:3](F)=[C:4]2[C:10]([NH:11][C:12](=[O:19])[C:13]3[CH:18]=[CH:17][CH:16]=[N:15][CH:14]=3)=[CH:9][NH:8][C:5]2=[N:6][CH:7]=1.[NH:21]1[CH2:25][CH2:24][CH:23]2[CH2:26][N:27]([C:29]([O:31][C:32]([CH3:35])([CH3:34])[CH3:33])=[O:30])[CH2:28][CH:22]12. Product: [Br:1][C:2]1[C:3]([N:21]2[CH:22]3[CH2:28][N:27]([C:29]([O:31][C:32]([CH3:35])([CH3:34])[CH3:33])=[O:30])[CH2:26][CH:23]3[CH2:24][CH2:25]2)=[C:4]2[C:10]([NH:11][C:12](=[O:19])[C:13]3[CH:18]=[CH:17][CH:16]=[N:15][CH:14]=3)=[CH:9][NH:8][C:5]2=[N:6][CH:7]=1. The catalyst class is: 114. (2) Reactant: [Br:1][C:2]1[CH:3]=[C:4]([OH:8])[CH:5]=[CH:6][CH:7]=1.[Br:9][C:10]1[CH:11]=[C:12]([CH:15]=[CH:16][CH:17]=1)[CH2:13]Br.C([O-])([O-])=O.[K+].[K+].[Na+].[I-]. Product: [Br:9][C:10]1[CH:11]=[C:12]([CH2:13][O:8][C:4]2[CH:3]=[C:2]([Br:1])[CH:7]=[CH:6][CH:5]=2)[CH:15]=[CH:16][CH:17]=1. The catalyst class is: 21. (3) Reactant: [Cl:1][C:2]1[CH:3]=[C:4]([C:27](=[N:29][OH:30])[NH2:28])[CH:5]=[C:6]([Cl:26])[C:7]=1[NH:8][C:9]1[C:18]2[CH:19]=[CH:20][N:21]=[C:22]([O:23][CH2:24][CH3:25])[C:17]=2[C:16]2[C:11](=[CH:12][CH:13]=[N:14][CH:15]=2)[N:10]=1.N1C=CC=CC=1.[C:37]([O:40][C:41]([CH3:46])([CH3:45])[C:42](Cl)=O)(=[O:39])[CH3:38]. Product: [C:37]([O:40][C:41]([C:46]1[O:30][N:29]=[C:27]([C:4]2[CH:5]=[C:6]([Cl:26])[C:7]([NH:8][C:9]3[C:18]4[CH:19]=[CH:20][N:21]=[C:22]([O:23][CH2:24][CH3:25])[C:17]=4[C:16]4[C:11](=[CH:12][CH:13]=[N:14][CH:15]=4)[N:10]=3)=[C:2]([Cl:1])[CH:3]=2)[N:28]=1)([CH3:45])[CH3:42])(=[O:39])[CH3:38]. The catalyst class is: 12. (4) Reactant: [H-].[Na+].[NH:3]1[CH2:7][CH2:6][NH:5][C:4]1=[C:8]([C:11]#[N:12])[C:9]#[N:10].[C:13]([O:17][C:18]([N:20]1[CH2:25][CH2:24][CH:23]([CH2:26]OS(C)(=O)=O)[CH2:22][CH2:21]1)=[O:19])([CH3:16])([CH3:15])[CH3:14].[Cl-].[NH4+:33]. Product: [C:13]([O:17][C:18]([N:33]1[CH2:25][CH2:24][CH:23]([CH2:26][N:3]2[CH2:7][CH2:6][N:5]([CH2:26][CH:23]3[CH2:22][CH2:21][N:20]([C:18]([O:17][C:13]([CH3:14])([CH3:15])[CH3:16])=[O:19])[CH2:25][CH2:24]3)[C:4]2=[C:8]([C:11]#[N:12])[C:9]#[N:10])[CH2:22][CH2:21]1)=[O:19])([CH3:14])([CH3:16])[CH3:15]. The catalyst class is: 3. (5) Reactant: C([O:5][C:6](=[O:23])[CH2:7][N:8]1[CH2:17][C:16]2[N:15]=[CH:14][C:13]([C:18]([O:20][CH2:21][CH3:22])=[O:19])=[CH:12][C:11]=2[CH2:10][CH2:9]1)(C)(C)C.[ClH:24]. Product: [ClH:24].[CH2:21]([O:20][C:18]([C:13]1[CH:14]=[N:15][C:16]2[CH2:17][N:8]([CH2:7][C:6]([OH:23])=[O:5])[CH2:9][CH2:10][C:11]=2[CH:12]=1)=[O:19])[CH3:22]. The catalyst class is: 12. (6) Reactant: [Br:1][C:2]1[C:3]([F:14])=[CH:4][C:5]2[CH2:10][O:9][CH:8]([CH2:11]Br)[O:7][C:6]=2[CH:13]=1.[CH2:15]([NH2:18])[CH2:16][CH3:17]. Product: [Br:1][C:2]1[C:3]([F:14])=[CH:4][C:5]2[CH2:10][O:9][CH:8]([CH2:11][NH:18][CH2:15][CH2:16][CH3:17])[O:7][C:6]=2[CH:13]=1. The catalyst class is: 14. (7) Reactant: Cl[C:2]1[N:7]=[C:6]([NH:8][CH:9]2[CH2:26][CH2:25][C:12]3([CH2:17][CH2:16][N:15]([C:18]([O:20][C:21]([CH3:24])([CH3:23])[CH3:22])=[O:19])[CH2:14][CH2:13]3)[CH2:11][CH2:10]2)[C:5]([CH3:27])=[CH:4][N:3]=1.Cl.[CH3:29][N:30]1[CH:34]=[C:33]([NH2:35])[CH:32]=[N:31]1.CCN(C(C)C)C(C)C. Product: [CH3:27][C:5]1[C:6]([NH:8][CH:9]2[CH2:26][CH2:25][C:12]3([CH2:17][CH2:16][N:15]([C:18]([O:20][C:21]([CH3:24])([CH3:23])[CH3:22])=[O:19])[CH2:14][CH2:13]3)[CH2:11][CH2:10]2)=[N:7][C:2]([NH:35][C:33]2[CH:32]=[N:31][N:30]([CH3:29])[CH:34]=2)=[N:3][CH:4]=1. The catalyst class is: 114.